From a dataset of Reaction yield outcomes from USPTO patents with 853,638 reactions. Predict the reaction yield, written as a fraction of the theoretical maximum amount of product (1.0 means a 100% yield; for example, 0.34 means a 34% yield). (1) The reactants are [I-].C[S+](C)(C)=O.[H-].[Na+].[H][H].[F:11][C:12]1[CH:17]=[C:16]([F:18])[CH:15]=[CH:14][C:13]=1[C:19](=[O:23])[C@@H:20]([OH:22])[CH3:21].[NH:24]1[CH:28]=[N:27][CH:26]=[N:25]1.[C:29](=O)([O-])[O-].[K+].[K+]. The catalyst is CS(C)=O.O1CCCC1.O. The product is [F:11][C:12]1[CH:17]=[C:16]([F:18])[CH:15]=[CH:14][C:13]=1[C@@:19]([OH:23])([C@@H:20]([OH:22])[CH3:21])[CH2:29][N:24]1[CH:28]=[N:27][CH:26]=[N:25]1. The yield is 0.485. (2) The reactants are [CH2:1]([O:3][C@@H:4]([CH2:8][C:9]1[CH:10]=[N:11][C:12]([C:15]2[CH:20]=[CH:19][CH:18]=[C:17]([NH:21][CH3:22])[CH:16]=2)=[CH:13][CH:14]=1)[C:5]([OH:7])=[O:6])[CH3:2].[CH3:23]O. The catalyst is S(=O)(=O)(O)O. The product is [CH2:1]([O:3][C@@H:4]([CH2:8][C:9]1[CH:10]=[N:11][C:12]([C:15]2[CH:20]=[CH:19][CH:18]=[C:17]([NH:21][CH3:22])[CH:16]=2)=[CH:13][CH:14]=1)[C:5]([O:7][CH3:23])=[O:6])[CH3:2]. The yield is 0.700. (3) The yield is 1.00. The reactants are [OH-].[Na+].[NH2:3][C:4]1[CH:11]=[CH:10][C:9]([S:12][C:13]#N)=[CH:8][C:5]=1[C:6]#[N:7].[BH4-].[Na+].S(OC)(OC)(=O)=O. The product is [NH2:3][C:4]1[CH:11]=[CH:10][C:9]([S:12][CH3:13])=[CH:8][C:5]=1[C:6]#[N:7]. The catalyst is O.CO. (4) The reactants are [CH3:1][C:2]1[C:6]([C:7]([NH2:9])=[O:8])=[C:5]([NH:10][C:11](=O)[CH2:12][CH:13]([CH3:15])[CH3:14])[S:4][N:3]=1.Cl. The catalyst is N. The product is [CH2:12]([C:11]1[NH:9][C:7](=[O:8])[C:6]2[C:2]([CH3:1])=[N:3][S:4][C:5]=2[N:10]=1)[CH:13]([CH3:15])[CH3:14]. The yield is 0.260. (5) The reactants are [CH2:1]([N:4]([S:27]([CH2:30][C:31]1[CH:36]=[CH:35][CH:34]=[CH:33][CH:32]=1)(=[O:29])=[O:28])[C:5]([CH:7]1[CH2:12][CH2:11][N:10]([C:13]2[NH:18][C:17](=[O:19])[C:16]([C:20]([O:22][CH2:23][CH3:24])=[O:21])=[CH:15][C:14]=2[C:25]#[N:26])[CH2:9][CH2:8]1)=[O:6])[CH:2]=[CH2:3].C(N(CC)CC)C.[F:44][C:45]([F:58])([F:57])[S:46](O[S:46]([C:45]([F:58])([F:57])[F:44])(=[O:48])=[O:47])(=[O:48])=[O:47].C([O-])(O)=O.[Na+]. The catalyst is C(Cl)Cl. The product is [CH2:1]([N:4]([S:27]([CH2:30][C:31]1[CH:32]=[CH:33][CH:34]=[CH:35][CH:36]=1)(=[O:29])=[O:28])[C:5]([CH:7]1[CH2:12][CH2:11][N:10]([C:13]2[C:14]([C:25]#[N:26])=[CH:15][C:16]([C:20]([O:22][CH2:23][CH3:24])=[O:21])=[C:17]([O:19][S:46]([C:45]([F:58])([F:57])[F:44])(=[O:48])=[O:47])[N:18]=2)[CH2:9][CH2:8]1)=[O:6])[CH:2]=[CH2:3]. The yield is 1.00. (6) The reactants are [Cl:1][C:2]1[C:11]2[N:10]([CH3:12])[O:9][C@H:8]3[NH:13][C@H:14]([C:16]([O:18][C@@H:19]4[C@:28]5([OH:29])[C@H:23]([C@H:24]([C:31]([CH3:33])=[CH2:32])[CH2:25][CH2:26][C@H:27]5[CH3:30])[CH:22]=[C:21]([CH3:34])[C@H:20]4[OH:35])=[O:17])[CH2:15][C@@:7]3([OH:36])[C:6]=2[CH:5]=[CH:4][CH:3]=1.[C:37]([O:40][CH2:41][C:42](O)=[O:43])(=[O:39])[CH3:38].Cl.CN(C)CCCN=C=NCC. The catalyst is CN(C)C1C=CN=CC=1.ClCCl. The product is [Cl:1][C:2]1[C:11]2[N:10]([CH3:12])[O:9][C@H:8]3[NH:13][C@H:14]([C:16]([O:18][C@@H:19]4[C@:28]5([OH:29])[C@H:23]([C@H:24]([C:31]([CH3:33])=[CH2:32])[CH2:25][CH2:26][C@H:27]5[CH3:30])[CH:22]=[C:21]([CH3:34])[C@H:20]4[O:35][C:42](=[O:43])[CH2:41][O:40][C:37](=[O:39])[CH3:38])=[O:17])[CH2:15][C@@:7]3([OH:36])[C:6]=2[CH:5]=[CH:4][CH:3]=1. The yield is 0.610.